This data is from Full USPTO retrosynthesis dataset with 1.9M reactions from patents (1976-2016). The task is: Predict the reactants needed to synthesize the given product. (1) Given the product [Cl:56][CH2:33][C:29]1[CH:28]=[C:27]2[C:32](=[CH:31][CH:30]=1)[C@:23]1([CH2:22][CH2:21][N:20]([S:35]([C:38]3[CH:39]=[CH:40][C:41]([CH3:44])=[CH:42][CH:43]=3)(=[O:36])=[O:37])[CH2:19][C@@H:18]1[O:17][CH2:16][C:13]1[CH:14]=[CH:15][C:10]3[O:9][CH2:8][CH2:7][N:6]([CH2:5][CH2:4][CH2:3][O:2][CH3:1])[C:11]=3[CH:12]=1)[O:24][CH2:25][CH2:26]2, predict the reactants needed to synthesize it. The reactants are: [CH3:1][O:2][CH2:3][CH2:4][CH2:5][N:6]1[C:11]2[CH:12]=[C:13]([CH2:16][O:17][C@@H:18]3[C@@:23]4([C:32]5[C:27](=[CH:28][C:29]([CH2:33]O)=[CH:30][CH:31]=5)[CH2:26][CH2:25][O:24]4)[CH2:22][CH2:21][N:20]([S:35]([C:38]4[CH:43]=[CH:42][C:41]([CH3:44])=[CH:40][CH:39]=4)(=[O:37])=[O:36])[CH2:19]3)[CH:14]=[CH:15][C:10]=2[O:9][CH2:8][CH2:7]1.CCN(CC)CC.CS([Cl:56])(=O)=O.C([O-])(O)=O.[Na+]. (2) Given the product [F:27][C:21]1[C:22]([F:26])=[CH:23][CH:24]=[CH:25][C:20]=1[CH2:19][C:18]([C:17]1[C:11]2[C:12](=[N:13][CH:14]=[C:9]([CH:7]3[CH2:8][CH:6]3[C:4]([OH:5])=[O:3])[CH:10]=2)[NH:15][CH:16]=1)=[O:28], predict the reactants needed to synthesize it. The reactants are: C([O:3][C:4]([CH:6]1[CH2:8][CH:7]1[C:9]1[CH:10]=[C:11]2[C:17]([C:18](=[O:28])[CH2:19][C:20]3[CH:25]=[CH:24][CH:23]=[C:22]([F:26])[C:21]=3[F:27])=[CH:16][NH:15][C:12]2=[N:13][CH:14]=1)=[O:5])C.Cl. (3) Given the product [O:1]1[C:5]2[CH:6]=[CH:7][CH:8]=[CH:9][C:4]=2[C:3]([C:10]2[CH:15]=[CH:14][C:13]([OH:16])=[CH:12][C:11]=2[OH:18])=[N:2]1, predict the reactants needed to synthesize it. The reactants are: [O:1]1[C:5]2[CH:6]=[CH:7][CH:8]=[CH:9][C:4]=2[C:3]([C:10]2[CH:15]=[CH:14][C:13]([O:16]C)=[CH:12][C:11]=2[OH:18])=[N:2]1.B(Br)(Br)Br.O. (4) Given the product [CH2:1]([C:5]1[N:6]=[C:7]([CH3:27])[N:8]([CH2:35][C:36]2[N:40]=[C:39]([C:41]3[CH:45]=[CH:44][S:43][CH:42]=3)[O:38][N:37]=2)[C:9](=[O:26])[C:10]=1[CH2:11][C:12]1[CH:17]=[CH:16][C:15]([C:18]2[C:19]([C:24]#[N:25])=[CH:20][CH:21]=[CH:22][CH:23]=2)=[CH:14][CH:13]=1)[CH2:2][CH2:3][CH3:4], predict the reactants needed to synthesize it. The reactants are: [CH2:1]([C:5]1[N:6]=[C:7]([CH3:27])[NH:8][C:9](=[O:26])[C:10]=1[CH2:11][C:12]1[CH:17]=[CH:16][C:15]([C:18]2[C:19]([C:24]#[N:25])=[CH:20][CH:21]=[CH:22][CH:23]=2)=[CH:14][CH:13]=1)[CH2:2][CH2:3][CH3:4].C(=O)([O-])[O-].[K+].[K+].Cl[CH2:35][C:36]1[N:40]=[C:39]([C:41]2[CH:45]=[CH:44][S:43][CH:42]=2)[O:38][N:37]=1.CN(C)C=O. (5) Given the product [C:20]([C:22]1[CH:23]=[C:24]([CH:28]=[C:29]([O:33][C:34]([F:35])([F:36])[F:37])[C:30]=1[O:31][CH3:32])[C:25]([N:3]1[C:4]2[CH:9]=[CH:8][CH:7]=[CH:6][C:5]=2[S:1][CH2:2]1)=[O:26])#[N:21], predict the reactants needed to synthesize it. The reactants are: [S:1]1[C:5]2[CH:6]=[CH:7][CH:8]=[CH:9][C:4]=2[NH:3][CH2:2]1.NC1C=CC=CC=1S.C=O.[C:20]([C:22]1[CH:23]=[C:24]([CH:28]=[C:29]([O:33][C:34]([F:37])([F:36])[F:35])[C:30]=1[O:31][CH3:32])[C:25](Cl)=[O:26])#[N:21].